From a dataset of Forward reaction prediction with 1.9M reactions from USPTO patents (1976-2016). Predict the product of the given reaction. (1) Given the reactants [ClH:1].Cl.[CH2:3]([N:12]1[CH2:17][CH2:16][NH:15][CH2:14][CH2:13]1)[CH:4]=[CH:5][C:6]1[CH:11]=[CH:10][CH:9]=[CH:8][CH:7]=1.Br[CH:19]([CH3:35])[C:20]([C:22]1[CH:31]=[CH:30][C:29]2[C:24](=[CH:25][CH:26]=[C:27]([O:33][CH3:34])[C:28]=2[Cl:32])[CH:23]=1)=[O:21].C([O-])([O-])=O.[K+].[K+], predict the reaction product. The product is: [ClH:32].[ClH:1].[CH2:3]([N:12]1[CH2:17][CH2:16][N:15]([CH:19]([C:20]([C:22]2[CH:31]=[CH:30][C:29]3[C:24](=[CH:25][CH:26]=[C:27]([O:33][CH3:34])[C:28]=3[Cl:32])[CH:23]=2)=[O:21])[CH3:35])[CH2:14][CH2:13]1)[CH:4]=[CH:5][C:6]1[CH:11]=[CH:10][CH:9]=[CH:8][CH:7]=1. (2) Given the reactants [CH2:1]([CH:3]([CH2:6][CH2:7][CH2:8][CH3:9])[CH2:4][OH:5])[CH3:2].[H-].[Na+].[F:12][C:13]1[CH:18]=[CH:17][C:16]([N:19]2[C:24](=[O:25])[C:23](OS(C3C=CC(C)=CC=3)(=O)=O)=[C:22]([C:37]3[CH:42]=[CH:41][C:40]([S:43]([CH3:46])(=[O:45])=[O:44])=[CH:39][CH:38]=3)[CH:21]=[N:20]2)=[CH:15][CH:14]=1, predict the reaction product. The product is: [F:12][C:13]1[CH:18]=[CH:17][C:16]([N:19]2[C:24](=[O:25])[C:23]([O:5][CH2:4][CH:3]([CH2:1][CH3:2])[CH2:6][CH2:7][CH2:8][CH3:9])=[C:22]([C:37]3[CH:42]=[CH:41][C:40]([S:43]([CH3:46])(=[O:44])=[O:45])=[CH:39][CH:38]=3)[CH:21]=[N:20]2)=[CH:15][CH:14]=1. (3) Given the reactants C(O[C:4]([C:6]1[C:7]([NH:14][C@@H:15]2[CH2:19][CH2:18][O:17][CH2:16]2)=[N:8][C:9](SC)=[N:10][CH:11]=1)=O)C.[H-].[Al+3].[Li+].[H-].[H-].[H-].C(C(C([C:33]([O-:35])=O)O)O)([O-])=O.[Na+].[K+].[CH3:38][O:39][C:40]1[CH:45]=[CH:44][C:43]([NH2:46])=[CH:42][CH:41]=1.O.[C:48]1(C)[CH:53]=[CH:52][C:51](S(O)(=O)=O)=[CH:50][CH:49]=1.C(Cl)(Cl)=O.C1(C)C=CC=CC=1.ClC1C=C(C=CC=1)C(OO)=O.C([N:83](CC)CC)C, predict the reaction product. The product is: [CH3:38][O:39][C:40]1[CH:45]=[CH:44][C:43]([N:46]2[CH2:4][C:6]3[C:7](=[N:8][C:9]([NH:83][C:48]4[CH:53]=[CH:52][CH:51]=[CH:50][CH:49]=4)=[N:10][CH:11]=3)[N:14]([C@@H:15]3[CH2:19][CH2:18][O:17][CH2:16]3)[C:33]2=[O:35])=[CH:42][CH:41]=1. (4) Given the reactants [CH3:1][N:2]([CH3:14])[CH2:3][CH2:4][NH:5][C:6]1[CH:13]=[CH:12][C:9]([CH:10]=[O:11])=[CH:8][CH:7]=1.Cl[C:16]([O:18][CH2:19][CH2:20][O:21][CH3:22])=[O:17].N1C=CC=CC=1.C(=O)([O-])O.[Na+], predict the reaction product. The product is: [CH3:22][O:21][CH2:20][CH2:19][O:18][C:16]([N:5]([C:6]1[CH:13]=[CH:12][C:9]([CH:10]=[O:11])=[CH:8][CH:7]=1)[CH2:4][CH2:3][N:2]([CH3:14])[CH3:1])=[O:17]. (5) The product is: [N+:1]([C:4]1[CH:5]=[C:6]2[C:14](=[CH:15][CH:16]=1)[N:13]([CH2:24][CH2:25][CH3:26])[C:12]1[CH2:11][CH2:10][CH2:9][CH2:8][C:7]2=1)([O-:3])=[O:2]. Given the reactants [N+:1]([C:4]1[CH:5]=[C:6]2[C:14](=[CH:15][CH:16]=1)[NH:13][C:12]1[CH2:11][CH2:10][CH2:9][CH2:8][C:7]2=1)([O-:3])=[O:2].C(=O)([O-])[O-].[K+].[K+].Br[CH2:24][CH2:25][CH3:26].O, predict the reaction product.